From a dataset of SARS-CoV-2 main protease (3CLPro) crystallographic fragment screen with 879 compounds. Binary Classification. Given a drug SMILES string, predict its activity (active/inactive) in a high-throughput screening assay against a specified biological target. (1) The compound is CN(C)c1ccc(CNn2cnnc2)cc1. The result is 0 (inactive). (2) The molecule is Cc1noc(CC(N)c2ccccc2)n1. The result is 0 (inactive). (3) The result is 0 (inactive). The compound is CC(N)c1ccc(N2CCOCC2)cc1.